Dataset: HIV replication inhibition screening data with 41,000+ compounds from the AIDS Antiviral Screen. Task: Binary Classification. Given a drug SMILES string, predict its activity (active/inactive) in a high-throughput screening assay against a specified biological target. (1) The compound is O=C(NC(=Cc1ccc2c(c1)OCO2)c1nc2ccccc2[nH]1)c1ccccc1. The result is 0 (inactive). (2) The drug is COc1cc(NC=O)c2c(c1)SC(c1ccccc1)C(=O)N2. The result is 0 (inactive). (3) The molecule is CCn1ncc2c(=O)n3ncn(-c4ccc(Br)cc4)c3nc21. The result is 0 (inactive). (4) The molecule is CCCCC1CC(c2ccc(Cl)cc2)=NO1. The result is 0 (inactive). (5) The molecule is CC(C)(C)NC(=O)CCC(=O)O. The result is 0 (inactive). (6) The compound is O=C(CCc1ccccc1)ON1C(=S)C(c2ccccc2)(c2ccccc2)N=C1Sc1ccccc1. The result is 0 (inactive).